This data is from Reaction yield outcomes from USPTO patents with 853,638 reactions. The task is: Predict the reaction yield, written as a fraction of the theoretical maximum amount of product (1.0 means a 100% yield; for example, 0.34 means a 34% yield). (1) The reactants are [CH2:1]([C:3]1[CH:8]=[CH:7][C:6]([C@H:9]2[CH2:14][C@@H:13]([C:15]([F:18])([F:17])[F:16])[N:12]3[N:19]=[CH:20][C:21]([C:22](O)=[O:23])=[C:11]3[NH:10]2)=[CH:5][CH:4]=1)[CH3:2].CN(C(ON1N=NC2C=CC=NC1=2)=[N+](C)C)C.F[P-](F)(F)(F)(F)F.C(N(CC)C(C)C)(C)C.[Cl:58][C:59]1[N:64]=[CH:63][C:62]([CH2:65][NH2:66])=[CH:61][CH:60]=1. No catalyst specified. The yield is 0.580. The product is [Cl:58][C:59]1[N:64]=[CH:63][C:62]([CH2:65][NH:66][C:22]([C:21]2[CH:20]=[N:19][N:12]3[C@H:13]([C:15]([F:16])([F:18])[F:17])[CH2:14][C@H:9]([C:6]4[CH:5]=[CH:4][C:3]([CH2:1][CH3:2])=[CH:8][CH:7]=4)[NH:10][C:11]=23)=[O:23])=[CH:61][CH:60]=1. (2) The reactants are [CH3:1][O:2][C:3](=[O:41])[CH:4]([C:26]1[CH:31]=[CH:30][CH:29]=[C:28]([CH2:32][NH:33][C:34]([O:36][C:37]([CH3:40])([CH3:39])[CH3:38])=[O:35])[CH:27]=1)[CH2:5][P:6]([CH:11]([NH:15]C(OCC1C=CC=CC=1)=O)[CH:12]([CH3:14])[CH3:13])([O:8][CH2:9][CH3:10])=[O:7]. The catalyst is CO.[Pd]. The product is [CH3:1][O:2][C:3](=[O:41])[CH:4]([C:26]1[CH:31]=[CH:30][CH:29]=[C:28]([CH2:32][NH:33][C:34]([O:36][C:37]([CH3:39])([CH3:38])[CH3:40])=[O:35])[CH:27]=1)[CH2:5][P:6]([CH:11]([NH2:15])[CH:12]([CH3:13])[CH3:14])([O:8][CH2:9][CH3:10])=[O:7]. The yield is 0.870.